Dataset: Reaction yield outcomes from USPTO patents with 853,638 reactions. Task: Predict the reaction yield, written as a fraction of the theoretical maximum amount of product (1.0 means a 100% yield; for example, 0.34 means a 34% yield). (1) The reactants are F[C:2](F)(F)[C:3](O)=[O:4].[CH3:8][CH:9]([O:11][C:12]1[CH:19]=[CH:18][C:17]([C:20]2[O:24][N:23]=[C:22]([C:25]3[C:35]4[CH2:34][CH2:33][NH:32][CH2:31][CH2:30][C:29]=4[CH:28]=[CH:27][CH:26]=3)[N:21]=2)=[CH:16][C:13]=1[C:14]#[N:15])[CH3:10].BrCCO.C(=O)([O-])[O-].[K+].[K+]. The catalyst is CC(C)=O. The product is [OH:4][CH2:3][CH2:2][N:32]1[CH2:31][CH2:30][C:29]2[CH:28]=[CH:27][CH:26]=[C:25]([C:22]3[N:21]=[C:20]([C:17]4[CH:18]=[CH:19][C:12]([O:11][CH:9]([CH3:8])[CH3:10])=[C:13]([CH:16]=4)[C:14]#[N:15])[O:24][N:23]=3)[C:35]=2[CH2:34][CH2:33]1. The yield is 0.610. (2) The yield is 0.900. The catalyst is CO.O1CCCC1.[OH-].[Na+].O. The reactants are C([O:3][C:4]([C:6]1[CH:7]=[C:8]2[C:13](=[CH:14][CH:15]=1)[NH:12][CH:11]([C:16]1[CH:21]=[CH:20][CH:19]=[C:18]([N:22]3[CH2:27][CH2:26][N:25]([C:28]4[CH:33]=[CH:32][C:31]([CH3:34])=[CH:30][C:29]=4[CH3:35])[CH2:24][CH2:23]3)[CH:17]=1)[CH2:10][C:9]2([CH3:37])[CH3:36])=[O:5])C.Cl. The product is [CH3:35][C:29]1[CH:30]=[C:31]([CH3:34])[CH:32]=[CH:33][C:28]=1[N:25]1[CH2:26][CH2:27][N:22]([C:18]2[CH:17]=[C:16]([CH:11]3[CH2:10][C:9]([CH3:37])([CH3:36])[C:8]4[C:13](=[CH:14][CH:15]=[C:6]([C:4]([OH:5])=[O:3])[CH:7]=4)[NH:12]3)[CH:21]=[CH:20][CH:19]=2)[CH2:23][CH2:24]1. (3) The reactants are Br[C:2]1[CH:7]=[CH:6][C:5]([O:8][CH3:9])=[C:4]([O:10][CH2:11][CH3:12])[CH:3]=1.C([Li])CCC.[CH2:18]([O:25][C:26]1[CH:27]=[C:28]([CH:31]=[CH:32][C:33]=1[O:34][CH3:35])[CH:29]=[O:30])[C:19]1[CH:24]=[CH:23][CH:22]=[CH:21][CH:20]=1.C(O)(C)C. The catalyst is C1COCC1.O. The product is [CH2:18]([O:25][C:26]1[CH:27]=[C:28]([CH:29]([C:2]2[CH:7]=[CH:6][C:5]([O:8][CH3:9])=[C:4]([O:10][CH2:11][CH3:12])[CH:3]=2)[OH:30])[CH:31]=[CH:32][C:33]=1[O:34][CH3:35])[C:19]1[CH:20]=[CH:21][CH:22]=[CH:23][CH:24]=1. The yield is 0.890. (4) The reactants are [CH3:1][O:2][C:3]([C:5]1([CH2:11][CH:12]=C)[CH2:10][CH2:9][O:8][CH2:7][CH2:6]1)=[O:4].CO.CC[O:18]C(C)=O. The catalyst is CC(O)C.O.C(Cl)Cl.O=[Os](=O)(=O)=O. The product is [CH3:1][O:2][C:3]([C:5]1([CH2:11][CH:12]=[O:18])[CH2:6][CH2:7][O:8][CH2:9][CH2:10]1)=[O:4]. The yield is 0.600. (5) The reactants are [Cl:1][C:2]1[CH:3]=[C:4]([CH:7]=[C:8]([O:10]C)[CH:9]=1)[CH:5]=[O:6].B(Br)(Br)Br.O. The catalyst is C(Cl)Cl. The product is [Cl:1][C:2]1[CH:3]=[C:4]([CH:7]=[C:8]([OH:10])[CH:9]=1)[CH:5]=[O:6]. The yield is 0.250.